Dataset: Catalyst prediction with 721,799 reactions and 888 catalyst types from USPTO. Task: Predict which catalyst facilitates the given reaction. (1) Reactant: [OH:1][C:2]1[CH:3]=[C:4]([CH:7]=[CH:8][C:9]=1[OH:10])[CH:5]=[O:6].[Br:11]Br.O. Product: [Br:11][C:8]1[CH:7]=[C:4]([CH:3]=[C:2]([OH:1])[C:9]=1[OH:10])[CH:5]=[O:6]. The catalyst class is: 52. (2) Reactant: C([Li])CCC.[Br-].[OH:7][C:8]1[CH:33]=[CH:32][CH:31]=[CH:30][C:9]=1[CH2:10][P+](C1C=CC=CC=1)(C1C=CC=CC=1)C1C=CC=CC=1.[C:34]([CH2:36][CH2:37][CH2:38][CH2:39][CH:40]([CH:52]=O)[CH2:41][C:42]1[CH:51]=[CH:50][C:45]([C:46]([O:48][CH3:49])=[O:47])=[CH:44][CH:43]=1)#[N:35].[Cl-].[NH4+]. Product: [C:34]([CH2:36][CH2:37][CH2:38][CH2:39][CH:40](/[CH:52]=[CH:10]/[C:9]1[CH:30]=[CH:31][CH:32]=[CH:33][C:8]=1[OH:7])[CH2:41][C:42]1[CH:43]=[CH:44][C:45]([C:46]([O:48][CH3:49])=[O:47])=[CH:50][CH:51]=1)#[N:35]. The catalyst class is: 323. (3) Reactant: [C:1]([O:5][C:6](=[O:36])[N:7]([C:16]1[S:17][C@:18]2([CH2:32][N:33]=[N+]=[N-])[C@H:20]([C@:21]([C:24]3[CH:29]=[CH:28][CH:27]=[C:26]([F:30])[C:25]=3[F:31])([CH3:23])[N:22]=1)[CH2:19]2)[CH2:8][O:9][CH2:10][CH2:11][Si:12]([CH3:15])([CH3:14])[CH3:13])([CH3:4])([CH3:3])[CH3:2].CP(C)C.Cl. Product: [C:1]([O:5][C:6](=[O:36])[N:7]([C:16]1[S:17][C@:18]2([CH2:32][NH2:33])[C@H:20]([C@:21]([C:24]3[CH:29]=[CH:28][CH:27]=[C:26]([F:30])[C:25]=3[F:31])([CH3:23])[N:22]=1)[CH2:19]2)[CH2:8][O:9][CH2:10][CH2:11][Si:12]([CH3:15])([CH3:14])[CH3:13])([CH3:3])([CH3:2])[CH3:4]. The catalyst class is: 1. (4) Reactant: [NH2:1][C:2]([C:6]1[CH:11]=[CH:10][C:9]([Br:12])=[CH:8][N:7]=1)([CH3:5])[CH2:3][OH:4].[C:13](O[C:13]([O:15][C:16]([CH3:19])([CH3:18])[CH3:17])=[O:14])([O:15][C:16]([CH3:19])([CH3:18])[CH3:17])=[O:14].C(N(CC)CC)C. Product: [Br:12][C:9]1[CH:10]=[CH:11][C:6]([C:2]([NH:1][C:13](=[O:14])[O:15][C:16]([CH3:19])([CH3:18])[CH3:17])([CH3:5])[CH2:3][OH:4])=[N:7][CH:8]=1. The catalyst class is: 2. (5) Reactant: [CH:1]([C:3]1([N:6]([CH3:14])[C:7](=[O:13])[O:8][C:9]([CH3:12])([CH3:11])[CH3:10])[CH2:5][CH2:4]1)=O.[CH2:15]([O:17][C:18]([CH:20]=P(C1C=CC=CC=1)(C1C=CC=CC=1)C1C=CC=CC=1)=[O:19])[CH3:16]. Product: [C:9]([O:8][C:7]([N:6]([CH3:14])[C:3]1([CH:1]=[CH:20][C:18]([O:17][CH2:15][CH3:16])=[O:19])[CH2:5][CH2:4]1)=[O:13])([CH3:12])([CH3:11])[CH3:10]. The catalyst class is: 4. (6) Reactant: [CH3:1][O:2][C:3]1[CH:46]=[CH:45][C:6]([O:7][C:8]([N:10]([CH2:22][CH2:23][C@H:24]2[CH2:29][CH2:28][CH2:27][C@@H:26]([O:30][CH2:31][C:32]3[N:33]=[C:34]([C:38]4[CH:39]=[C:40]([CH3:44])[CH:41]=[CH:42][CH:43]=4)[O:35][C:36]=3[CH3:37])[CH2:25]2)[C@@H:11]([CH:19]([CH3:21])[CH3:20])[C:12]([O:14]C(C)(C)C)=[O:13])=[O:9])=[CH:5][CH:4]=1.ClC(Cl)(Cl)C(O)=O. Product: [CH3:1][O:2][C:3]1[CH:46]=[CH:45][C:6]([O:7][C:8]([N:10]([CH2:22][CH2:23][C@H:24]2[CH2:29][CH2:28][CH2:27][C@@H:26]([O:30][CH2:31][C:32]3[N:33]=[C:34]([C:38]4[CH:39]=[C:40]([CH3:44])[CH:41]=[CH:42][CH:43]=4)[O:35][C:36]=3[CH3:37])[CH2:25]2)[C@@H:11]([CH:19]([CH3:20])[CH3:21])[C:12]([OH:14])=[O:13])=[O:9])=[CH:5][CH:4]=1. The catalyst class is: 4. (7) Reactant: Cl.[Br:2][C:3]1[CH:4]=[C:5]([C:9](=[NH:11])[NH2:10])[CH:6]=[CH:7][CH:8]=1.[CH3:12][C:13]1([CH3:27])[CH2:18][CH:17]([C:19](=O)[C:20]([O:22][CH2:23][CH3:24])=[O:21])[C:16](=O)[CH2:15][CH2:14]1.[O-]CC.[Na+]. Product: [Br:2][C:3]1[CH:4]=[C:5]([C:9]2[N:10]=[C:19]([C:20]([O:22][CH2:23][CH3:24])=[O:21])[C:17]3[CH2:18][C:13]([CH3:12])([CH3:27])[CH2:14][CH2:15][C:16]=3[N:11]=2)[CH:6]=[CH:7][CH:8]=1. The catalyst class is: 8.